Regression. Given two drug SMILES strings and cell line genomic features, predict the synergy score measuring deviation from expected non-interaction effect. From a dataset of NCI-60 drug combinations with 297,098 pairs across 59 cell lines. (1) Drug 1: CC1=CC2C(CCC3(C2CCC3(C(=O)C)OC(=O)C)C)C4(C1=CC(=O)CC4)C. Drug 2: C1=NNC2=C1C(=O)NC=N2. Cell line: MOLT-4. Synergy scores: CSS=12.7, Synergy_ZIP=-6.69, Synergy_Bliss=0.515, Synergy_Loewe=-0.993, Synergy_HSA=0.777. (2) Drug 1: CCCCCOC(=O)NC1=NC(=O)N(C=C1F)C2C(C(C(O2)C)O)O. Drug 2: C1CN1C2=NC(=NC(=N2)N3CC3)N4CC4. Cell line: OVCAR-5. Synergy scores: CSS=30.6, Synergy_ZIP=-5.62, Synergy_Bliss=-4.04, Synergy_Loewe=-41.4, Synergy_HSA=-7.41. (3) Drug 1: CS(=O)(=O)C1=CC(=C(C=C1)C(=O)NC2=CC(=C(C=C2)Cl)C3=CC=CC=N3)Cl. Drug 2: CS(=O)(=O)CCNCC1=CC=C(O1)C2=CC3=C(C=C2)N=CN=C3NC4=CC(=C(C=C4)OCC5=CC(=CC=C5)F)Cl. Cell line: PC-3. Synergy scores: CSS=10.8, Synergy_ZIP=2.45, Synergy_Bliss=8.06, Synergy_Loewe=10.8, Synergy_HSA=7.40. (4) Drug 1: C1=C(C(=O)NC(=O)N1)N(CCCl)CCCl. Drug 2: CC1=C(C(CCC1)(C)C)C=CC(=CC=CC(=CC(=O)O)C)C. Cell line: HS 578T. Synergy scores: CSS=22.5, Synergy_ZIP=-3.79, Synergy_Bliss=0.799, Synergy_Loewe=3.40, Synergy_HSA=4.60. (5) Drug 1: CN1C2=C(C=C(C=C2)N(CCCl)CCCl)N=C1CCCC(=O)O.Cl. Drug 2: CN(CC1=CN=C2C(=N1)C(=NC(=N2)N)N)C3=CC=C(C=C3)C(=O)NC(CCC(=O)O)C(=O)O. Cell line: OVCAR3. Synergy scores: CSS=7.57, Synergy_ZIP=-1.85, Synergy_Bliss=-7.45, Synergy_Loewe=-35.0, Synergy_HSA=-9.23. (6) Drug 1: C1CC(=O)NC(=O)C1N2C(=O)C3=CC=CC=C3C2=O. Drug 2: COC1=C2C(=CC3=C1OC=C3)C=CC(=O)O2. Cell line: SF-268. Synergy scores: CSS=-3.06, Synergy_ZIP=0.210, Synergy_Bliss=-0.514, Synergy_Loewe=-1.31, Synergy_HSA=-3.02. (7) Drug 1: CS(=O)(=O)C1=CC(=C(C=C1)C(=O)NC2=CC(=C(C=C2)Cl)C3=CC=CC=N3)Cl. Drug 2: CC1=CC=C(C=C1)C2=CC(=NN2C3=CC=C(C=C3)S(=O)(=O)N)C(F)(F)F. Cell line: HOP-62. Synergy scores: CSS=8.69, Synergy_ZIP=0.215, Synergy_Bliss=7.32, Synergy_Loewe=5.33, Synergy_HSA=5.25. (8) Drug 1: CC1CCC2CC(C(=CC=CC=CC(CC(C(=O)C(C(C(=CC(C(=O)CC(OC(=O)C3CCCCN3C(=O)C(=O)C1(O2)O)C(C)CC4CCC(C(C4)OC)OCCO)C)C)O)OC)C)C)C)OC. Drug 2: CC1=C(C(=O)C2=C(C1=O)N3CC4C(C3(C2COC(=O)N)OC)N4)N. Cell line: OVCAR-8. Synergy scores: CSS=25.4, Synergy_ZIP=-9.12, Synergy_Bliss=-3.99, Synergy_Loewe=-4.83, Synergy_HSA=-3.61. (9) Drug 1: C1CC2CC3=C(CC1C24CN(S(=O)(=O)N4)CC(F)(F)F)C=CC(=C3)C=CCN5CCC(CC5)C(F)(F)F. Drug 2: CC1CC(C(C(C=C(C(C(C=CC=C(C(=O)NC2=CC(=O)C(=C(C1)C2=O)OC)C)OC)OC(=O)N)C)C)O)OC. Cell line: NCIH23. Synergy scores: CSS=50.5, Synergy_ZIP=1.94, Synergy_Bliss=0.285, Synergy_Loewe=-11.0, Synergy_HSA=1.48.